This data is from NCI-60 drug combinations with 297,098 pairs across 59 cell lines. The task is: Regression. Given two drug SMILES strings and cell line genomic features, predict the synergy score measuring deviation from expected non-interaction effect. (1) Drug 1: C1=CC(=CC=C1C#N)C(C2=CC=C(C=C2)C#N)N3C=NC=N3. Drug 2: C1C(C(OC1N2C=NC(=NC2=O)N)CO)O. Cell line: MALME-3M. Synergy scores: CSS=6.32, Synergy_ZIP=-2.46, Synergy_Bliss=-2.69, Synergy_Loewe=1.34, Synergy_HSA=-1.68. (2) Drug 1: CC1C(C(=O)NC(C(=O)N2CCCC2C(=O)N(CC(=O)N(C(C(=O)O1)C(C)C)C)C)C(C)C)NC(=O)C3=C4C(=C(C=C3)C)OC5=C(C(=O)C(=C(C5=N4)C(=O)NC6C(OC(=O)C(N(C(=O)CN(C(=O)C7CCCN7C(=O)C(NC6=O)C(C)C)C)C)C(C)C)C)N)C. Drug 2: CCCCCOC(=O)NC1=NC(=O)N(C=C1F)C2C(C(C(O2)C)O)O. Cell line: UACC-257. Synergy scores: CSS=-1.91, Synergy_ZIP=0.564, Synergy_Bliss=-1.28, Synergy_Loewe=-3.57, Synergy_HSA=-3.67. (3) Drug 1: CC1C(C(CC(O1)OC2CC(OC(C2O)C)OC3=CC4=CC5=C(C(=O)C(C(C5)C(C(=O)C(C(C)O)O)OC)OC6CC(C(C(O6)C)O)OC7CC(C(C(O7)C)O)OC8CC(C(C(O8)C)O)(C)O)C(=C4C(=C3C)O)O)O)O. Drug 2: CC12CCC3C(C1CCC2O)C(CC4=C3C=CC(=C4)O)CCCCCCCCCS(=O)CCCC(C(F)(F)F)(F)F. Cell line: SK-MEL-2. Synergy scores: CSS=35.1, Synergy_ZIP=0.278, Synergy_Bliss=-1.38, Synergy_Loewe=-48.8, Synergy_HSA=-4.26. (4) Drug 1: CC=C1C(=O)NC(C(=O)OC2CC(=O)NC(C(=O)NC(CSSCCC=C2)C(=O)N1)C(C)C)C(C)C. Drug 2: CCC1(CC2CC(C3=C(CCN(C2)C1)C4=CC=CC=C4N3)(C5=C(C=C6C(=C5)C78CCN9C7C(C=CC9)(C(C(C8N6C)(C(=O)OC)O)OC(=O)C)CC)OC)C(=O)OC)O.OS(=O)(=O)O. Cell line: RPMI-8226. Synergy scores: CSS=22.1, Synergy_ZIP=8.25, Synergy_Bliss=16.7, Synergy_Loewe=1.70, Synergy_HSA=12.2. (5) Drug 1: C1C(C(OC1N2C=NC3=C(N=C(N=C32)Cl)N)CO)O. Drug 2: CC1=C(C=C(C=C1)C(=O)NC2=CC(=CC(=C2)C(F)(F)F)N3C=C(N=C3)C)NC4=NC=CC(=N4)C5=CN=CC=C5. Cell line: NCI/ADR-RES. Synergy scores: CSS=55.6, Synergy_ZIP=-3.34, Synergy_Bliss=-4.03, Synergy_Loewe=-23.5, Synergy_HSA=-2.94. (6) Drug 1: C1CCN(CC1)CCOC2=CC=C(C=C2)C(=O)C3=C(SC4=C3C=CC(=C4)O)C5=CC=C(C=C5)O. Drug 2: CCCCCOC(=O)NC1=NC(=O)N(C=C1F)C2C(C(C(O2)C)O)O. Cell line: NCI-H522. Synergy scores: CSS=3.98, Synergy_ZIP=-1.47, Synergy_Bliss=-3.03, Synergy_Loewe=-2.84, Synergy_HSA=-3.12. (7) Drug 1: CC12CCC3C(C1CCC2=O)CC(=C)C4=CC(=O)C=CC34C. Drug 2: CCN(CC)CCNC(=O)C1=C(NC(=C1C)C=C2C3=C(C=CC(=C3)F)NC2=O)C. Cell line: UACC62. Synergy scores: CSS=29.5, Synergy_ZIP=2.18, Synergy_Bliss=3.24, Synergy_Loewe=2.16, Synergy_HSA=3.18. (8) Drug 1: COC1=NC(=NC2=C1N=CN2C3C(C(C(O3)CO)O)O)N. Drug 2: N.N.Cl[Pt+2]Cl. Cell line: MDA-MB-231. Synergy scores: CSS=7.16, Synergy_ZIP=-1.04, Synergy_Bliss=4.33, Synergy_Loewe=-6.30, Synergy_HSA=3.19.